Task: Predict the reactants needed to synthesize the given product.. Dataset: Full USPTO retrosynthesis dataset with 1.9M reactions from patents (1976-2016) (1) Given the product [NH2:32][C@:16]12[CH2:28][CH2:27][C@@H:26]([C:29]([CH3:31])=[CH2:30])[C@@H:17]1[C@@H:18]1[C@@:13]([CH3:33])([CH2:14][CH2:15]2)[C@@:12]2([CH3:34])[C@@H:21]([C@:22]3([CH3:25])[C@@H:9]([CH2:10][CH2:11]2)[C:8]([CH3:35])([CH3:36])[C:7]([C:47]2[CH2:52][CH:51]4[CH:49]([CH:50]4[C:53]([O:55][CH2:56][CH3:57])=[O:54])[CH:48]=2)=[CH:24][CH2:23]3)[CH2:20][CH2:19]1, predict the reactants needed to synthesize it. The reactants are: FC(F)(F)S(O[C:7]1[C:8]([CH3:36])([CH3:35])[C@H:9]2[C@:22]([CH3:25])([CH2:23][CH:24]=1)[C@@H:21]1[C@:12]([CH3:34])([C@@:13]3([CH3:33])[C@H:18]([CH2:19][CH2:20]1)[C@H:17]1[C@H:26]([C:29]([CH3:31])=[CH2:30])[CH2:27][CH2:28][C@:16]1([NH2:32])[CH2:15][CH2:14]3)[CH2:11][CH2:10]2)(=O)=O.CC1(C)C(C)(C)OB([C:47]2[CH2:52][CH:51]3[CH:49]([CH:50]3[C:53]([O:55][CH2:56][CH3:57])=[O:54])[CH:48]=2)O1. (2) Given the product [CH2:1]([N:8]1[CH2:14][CH2:13][CH:12]2[C:10]([CH2:15][N:16]([C:17]3[CH:22]=[CH:21][CH:20]=[CH:19][CH:18]=3)[C:32](=[O:35])[CH2:33][CH3:34])([CH2:11]2)[CH2:9]1)[C:2]1[CH:3]=[CH:4][CH:5]=[CH:6][CH:7]=1, predict the reactants needed to synthesize it. The reactants are: [CH2:1]([N:8]1[CH2:14][CH2:13][CH:12]2[C:10]([CH2:15][NH:16][C:17]3[CH:22]=[CH:21][CH:20]=[CH:19][CH:18]=3)([CH2:11]2)[CH2:9]1)[C:2]1[CH:7]=[CH:6][CH:5]=[CH:4][CH:3]=1.CCN(C(C)C)C(C)C.[C:32](Cl)(=[O:35])[CH2:33][CH3:34]. (3) Given the product [CH:24]([O:27][C:28]1[CH:36]=[CH:35][C:31]([C:32]([N:21]2[CH2:22][CH2:23][C:9]3([CH2:10][C:11](=[O:18])[C:12]4[C:17](=[CH:16][CH:15]=[CH:14][CH:13]=4)[S:8]3)[CH2:19][CH2:20]2)=[O:33])=[CH:30][C:29]=1[O:37][CH3:38])([CH3:26])[CH3:25], predict the reactants needed to synthesize it. The reactants are: CCN(CC)CC.[S:8]1[C:17]2[C:12](=[CH:13][CH:14]=[CH:15][CH:16]=2)[C:11](=[O:18])[CH2:10][C:9]21[CH2:23][CH2:22][NH:21][CH2:20][CH2:19]2.[CH:24]([O:27][C:28]1[CH:36]=[CH:35][C:31]([C:32](O)=[O:33])=[CH:30][C:29]=1[O:37][CH3:38])([CH3:26])[CH3:25].CCN=C=NCCCN(C)C. (4) Given the product [NH:12]1[CH2:13][CH:10]([O:9][C:8]2[CH:21]=[CH:22][C:5]([CH2:4][N:2]([CH3:1])[CH3:3])=[C:6]([F:23])[CH:7]=2)[CH2:11]1, predict the reactants needed to synthesize it. The reactants are: [CH3:1][N:2]([CH2:4][C:5]1[CH:22]=[CH:21][C:8]([O:9][CH:10]2[CH2:13][N:12](C(OC(C)(C)C)=O)[CH2:11]2)=[CH:7][C:6]=1[F:23])[CH3:3].